This data is from Forward reaction prediction with 1.9M reactions from USPTO patents (1976-2016). The task is: Predict the product of the given reaction. (1) Given the reactants [CH3:1][O:2][C:3]1[CH:4]=[C:5]([CH:16]=[CH:17][CH:18]=1)[CH2:6][N:7]1[C:11](=[O:12])[CH2:10][CH2:9][C@@H:8]1[C:13]([OH:15])=O.[NH2:19][CH:20]([CH2:26][C:27]1[CH:32]=[CH:31][CH:30]=[CH:29][CH:28]=1)[CH:21]([OH:25])[C:22]([NH2:24])=[O:23].O[NH-].O=[N-], predict the reaction product. The product is: [NH2:24][C:22](=[O:23])[C:21](=[O:25])[CH:20]([NH:19][C:13]([C@H:8]1[CH2:9][CH2:10][C:11](=[O:12])[N:7]1[CH2:6][C:5]1[CH:16]=[CH:17][CH:18]=[C:3]([O:2][CH3:1])[CH:4]=1)=[O:15])[CH2:26][C:27]1[CH:28]=[CH:29][CH:30]=[CH:31][CH:32]=1. (2) Given the reactants [CH3:1][Si](C=[N+]=[N-])(C)C.[CH3:8][O:9][C:10]1[CH:31]=[CH:30][C:13]([CH2:14][O:15][C:16]2[CH:25]=[C:24]3[C:19]([CH:20]([CH2:26][C:27]([OH:29])=[O:28])[CH2:21][O:22][CH2:23]3)=[CH:18][CH:17]=2)=[CH:12][CH:11]=1, predict the reaction product. The product is: [CH3:8][O:9][C:10]1[CH:31]=[CH:30][C:13]([CH2:14][O:15][C:16]2[CH:25]=[C:24]3[C:19]([CH:20]([CH2:26][C:27]([O:29][CH3:1])=[O:28])[CH2:21][O:22][CH2:23]3)=[CH:18][CH:17]=2)=[CH:12][CH:11]=1. (3) Given the reactants [CH3:1][C:2]1[CH:7]=[CH:6][C:5]([C:8]2[CH:13]=[C:12]([N:14]3[CH2:18][CH2:17][CH2:16][C:15]3=[O:19])[CH:11]=[C:10]([C:20]([OH:22])=O)[CH:9]=2)=[CH:4][CH:3]=1.[CH3:23][C:24]1[N:29]=[CH:28][C:27]([CH2:30][NH2:31])=[CH:26][CH:25]=1.F[P-](F)(F)(F)(F)F.C[N+](C)=C(N(C)C)ON1C2N=CC=CC=2N=N1.C(N(CC)C(C)C)(C)C, predict the reaction product. The product is: [CH3:23][C:24]1[N:29]=[CH:28][C:27]([CH2:30][NH:31][C:20]([C:10]2[CH:9]=[C:8]([C:5]3[CH:6]=[CH:7][C:2]([CH3:1])=[CH:3][CH:4]=3)[CH:13]=[C:12]([N:14]3[CH2:18][CH2:17][CH2:16][C:15]3=[O:19])[CH:11]=2)=[O:22])=[CH:26][CH:25]=1.